Dataset: Catalyst prediction with 721,799 reactions and 888 catalyst types from USPTO. Task: Predict which catalyst facilitates the given reaction. (1) Reactant: [CH2:1]([O:3][C:4]1[CH:5]=[C:6]([CH:12]([N:18]2[C:26](=[O:27])[C:25]3[C:20](=[CH:21][CH:22]=[CH:23][C:24]=3[NH2:28])[C:19]2=[O:29])[CH2:13][S:14]([CH3:17])(=[O:16])=[O:15])[CH:7]=[CH:8][C:9]=1[O:10][CH3:11])[CH3:2].[Br:30][CH:31](C)[C:32](Cl)=O.[CH3:36][OH:37]. Product: [Br:30][CH2:31][CH2:32][C:36]([NH:28][C:24]1[CH:23]=[CH:22][CH:21]=[C:20]2[C:25]=1[C:26](=[O:27])[N:18]([CH:12]([C:6]1[CH:7]=[CH:8][C:9]([O:10][CH3:11])=[C:4]([O:3][CH2:1][CH3:2])[CH:5]=1)[CH2:13][S:14]([CH3:17])(=[O:16])=[O:15])[C:19]2=[O:29])=[O:37]. The catalyst class is: 28. (2) Product: [OH:2][C:3]1[CH:4]=[CH:5][C:6]([CH2:7][C:8]2[C:17]3[NH:18][C:19]4[CH:20]=[CH:21][CH:22]=[CH:23][C:24]=4[C:16]=3[C:15]3[C:14](=[O:25])[CH2:13][C:12]([CH3:27])([CH3:26])[CH2:11][C:10]=3[N:9]=2)=[CH:28][CH:29]=1. Reactant: C[O:2][C:3]1[CH:29]=[CH:28][C:6]([CH2:7][C:8]2[C:17]3[NH:18][C:19]4[CH:20]=[CH:21][CH:22]=[CH:23][C:24]=4[C:16]=3[C:15]3[C:14](=[O:25])[CH2:13][C:12]([CH3:27])([CH3:26])[CH2:11][C:10]=3[N:9]=2)=[CH:5][CH:4]=1.O. The catalyst class is: 4. (3) Reactant: [Br:1][C:2]1[CH:7]=[CH:6][C:5]([S:8]([NH:11][C:12]2[CH:13]=[C:14]([CH:18]=[CH:19][CH:20]=2)[C:15](O)=[O:16])(=[O:10])=[O:9])=[CH:4][CH:3]=1.C(Cl)(=O)C([Cl:24])=O.CN(C=O)C. Product: [Br:1][C:2]1[CH:7]=[CH:6][C:5]([S:8]([NH:11][C:12]2[CH:13]=[C:14]([CH:18]=[CH:19][CH:20]=2)[C:15]([Cl:24])=[O:16])(=[O:10])=[O:9])=[CH:4][CH:3]=1. The catalyst class is: 2. (4) Reactant: [CH2:1]([O:8][N:9]1[C:15](=[O:16])[N:14]2[CH2:17][C@H:10]1[CH2:11][CH2:12][C@H:13]2[C:18]([OH:20])=O)[C:2]1[CH:7]=[CH:6][CH:5]=[CH:4][CH:3]=1.ClC(OCC(C)C)=O.C(N(CC)CC)C.[NH2:36][O:37][CH2:38][CH2:39][NH:40][C:41](=[O:47])[O:42][C:43]([CH3:46])([CH3:45])[CH3:44]. Product: [CH2:1]([O:8][N:9]1[C:15](=[O:16])[N:14]2[CH2:17][C@H:10]1[CH2:11][CH2:12][C@H:13]2[C:18]([NH:36][O:37][CH2:38][CH2:39][NH:40][C:41](=[O:47])[O:42][C:43]([CH3:45])([CH3:44])[CH3:46])=[O:20])[C:2]1[CH:3]=[CH:4][CH:5]=[CH:6][CH:7]=1. The catalyst class is: 13. (5) The catalyst class is: 1. Reactant: [Na].C[Si](C)(C)N[Si](C)(C)C.[Br:11][C:12]1[CH:17]=[CH:16][C:15]([CH2:18][C:19]([OH:21])=O)=[CH:14][CH:13]=1.COC(=O)[C:25]1[CH:30]=[CH:29][C:28]([Cl:31])=[CH:27][C:26]=1[Cl:32].Cl. Product: [Br:11][C:12]1[CH:13]=[CH:14][C:15]([CH2:18][C:19]([C:25]2[CH:30]=[CH:29][C:28]([Cl:31])=[CH:27][C:26]=2[Cl:32])=[O:21])=[CH:16][CH:17]=1. (6) Reactant: FC(F)(F)C(O)=O.[C:8]([O:11][CH2:12][CH2:13][O:14][C:15]1[CH:20]=[CH:19][C:18]([NH:21][C:22](=[O:25])[CH2:23][NH2:24])=[C:17]([O:26][CH3:27])[CH:16]=1)(=[O:10])[CH3:9].C(N(CC)CC)C.[CH3:35][C:36]([CH3:41])([CH3:40])[CH2:37][CH:38]=O. Product: [CH3:35][C:36]([CH3:41])([CH3:40])[CH2:37]/[CH:38]=[N:24]/[CH2:23][C:22]([NH:21][C:18]1[CH:19]=[CH:20][C:15]([O:14][CH2:13][CH2:12][O:11][C:8](=[O:10])[CH3:9])=[CH:16][C:17]=1[O:26][CH3:27])=[O:25]. The catalyst class is: 282.